This data is from Forward reaction prediction with 1.9M reactions from USPTO patents (1976-2016). The task is: Predict the product of the given reaction. Given the reactants Br[C:2]1[CH:7]=[CH:6][C:5]([Br:8])=[CH:4][N:3]=1.[CH3:9][C:10]1[C:15]([NH2:16])=[CH:14][CH:13]=[C:12]([C:17]([F:20])([F:19])[F:18])[N:11]=1.CC1(C)C2C(=C(P(C3C=CC=CC=3)C3C=CC=CC=3)C=CC=2)OC2C(P(C3C=CC=CC=3)C3C=CC=CC=3)=CC=CC1=2.C(=O)([O-])[O-].[Cs+].[Cs+], predict the reaction product. The product is: [Br:8][C:5]1[CH:6]=[CH:7][C:2]([NH:16][C:15]2[C:10]([CH3:9])=[N:11][C:12]([C:17]([F:20])([F:18])[F:19])=[CH:13][CH:14]=2)=[N:3][CH:4]=1.